This data is from NCI-60 drug combinations with 297,098 pairs across 59 cell lines. The task is: Regression. Given two drug SMILES strings and cell line genomic features, predict the synergy score measuring deviation from expected non-interaction effect. (1) Drug 1: CNC(=O)C1=CC=CC=C1SC2=CC3=C(C=C2)C(=NN3)C=CC4=CC=CC=N4. Drug 2: C#CCC(CC1=CN=C2C(=N1)C(=NC(=N2)N)N)C3=CC=C(C=C3)C(=O)NC(CCC(=O)O)C(=O)O. Cell line: OVCAR-8. Synergy scores: CSS=4.57, Synergy_ZIP=0.516, Synergy_Bliss=0.677, Synergy_Loewe=0.00678, Synergy_HSA=-0.735. (2) Drug 1: C1=CC(=CC=C1CCC2=CNC3=C2C(=O)NC(=N3)N)C(=O)NC(CCC(=O)O)C(=O)O. Drug 2: CS(=O)(=O)CCNCC1=CC=C(O1)C2=CC3=C(C=C2)N=CN=C3NC4=CC(=C(C=C4)OCC5=CC(=CC=C5)F)Cl. Cell line: NCI-H226. Synergy scores: CSS=8.75, Synergy_ZIP=2.86, Synergy_Bliss=7.77, Synergy_Loewe=4.02, Synergy_HSA=6.41. (3) Drug 1: CC1=C(N=C(N=C1N)C(CC(=O)N)NCC(C(=O)N)N)C(=O)NC(C(C2=CN=CN2)OC3C(C(C(C(O3)CO)O)O)OC4C(C(C(C(O4)CO)O)OC(=O)N)O)C(=O)NC(C)C(C(C)C(=O)NC(C(C)O)C(=O)NCCC5=NC(=CS5)C6=NC(=CS6)C(=O)NCCC[S+](C)C)O. Drug 2: C1CC(=O)NC(=O)C1N2C(=O)C3=CC=CC=C3C2=O. Cell line: MDA-MB-435. Synergy scores: CSS=1.56, Synergy_ZIP=0.220, Synergy_Bliss=0.0114, Synergy_Loewe=2.51, Synergy_HSA=-2.10. (4) Drug 1: C1=CC(=CC=C1CCCC(=O)O)N(CCCl)CCCl. Drug 2: CN1C(=O)N2C=NC(=C2N=N1)C(=O)N. Cell line: SF-295. Synergy scores: CSS=53.0, Synergy_ZIP=1.26, Synergy_Bliss=1.99, Synergy_Loewe=1.41, Synergy_HSA=3.05.